From a dataset of Full USPTO retrosynthesis dataset with 1.9M reactions from patents (1976-2016). Predict the reactants needed to synthesize the given product. (1) Given the product [F:1][C:2]1[CH:10]=[C:9]2[C:5]([CH:6]=[C:7]([C:11]([O:13][CH3:14])=[O:12])[N:8]2[CH2:23][C:19]2[CH:20]=[CH:21][CH:22]=[C:17]([C:16]([F:15])([F:25])[F:26])[CH:18]=2)=[CH:4][CH:3]=1, predict the reactants needed to synthesize it. The reactants are: [F:1][C:2]1[CH:10]=[C:9]2[C:5]([CH:6]=[C:7]([C:11]([O:13][CH3:14])=[O:12])[NH:8]2)=[CH:4][CH:3]=1.[F:15][C:16]([F:26])([F:25])[C:17]1[CH:18]=[C:19]([CH2:23]O)[CH:20]=[CH:21][CH:22]=1.C(C=P(CCCC)(CCCC)CCCC)#N. (2) Given the product [F:21][CH:2]([F:1])[O:3][C:4]1[CH:13]=[CH:12][CH:11]=[C:10]2[C:5]=1[C:6]1[CH:19]=[CH:18][C:17]([NH:20][S:23]([CH3:22])(=[O:25])=[O:24])=[CH:16][C:7]=1[CH:8]([O:14][CH3:15])[O:9]2, predict the reactants needed to synthesize it. The reactants are: [F:1][CH:2]([F:21])[O:3][C:4]1[CH:13]=[CH:12][CH:11]=[C:10]2[C:5]=1[C:6]1[CH:19]=[CH:18][C:17]([NH2:20])=[CH:16][C:7]=1[CH:8]([O:14][CH3:15])[O:9]2.[CH3:22][S:23](Cl)(=[O:25])=[O:24]. (3) Given the product [CH3:9][O:8][C:5]1[CH:6]=[CH:7][C:2]2[NH:1][C:15](=[O:17])[O:13][C:10]([CH3:11])([CH3:12])[C:3]=2[CH:4]=1, predict the reactants needed to synthesize it. The reactants are: [NH2:1][C:2]1[CH:7]=[CH:6][C:5]([O:8][CH3:9])=[CH:4][C:3]=1[C:10]([OH:13])([CH3:12])[CH3:11].Cl[C:15](Cl)([O:17]C(=O)OC(Cl)(Cl)Cl)Cl. (4) The reactants are: C(O)(C(F)(F)F)=O.[CH3:8][O:9][C:10]1[CH:11]=[C:12]([C:19]2[CH2:28][CH2:27][C:22]3(OCC[O:23]3)[CH2:21][CH:20]=2)[CH:13]=[CH:14][C:15]=1[N+:16]([O-:18])=[O:17]. Given the product [CH3:8][O:9][C:10]1[CH:11]=[C:12]([C:19]2[CH2:28][CH2:27][C:22](=[O:23])[CH2:21][CH:20]=2)[CH:13]=[CH:14][C:15]=1[N+:16]([O-:18])=[O:17], predict the reactants needed to synthesize it.